From a dataset of Forward reaction prediction with 1.9M reactions from USPTO patents (1976-2016). Predict the product of the given reaction. (1) Given the reactants [Li+].[OH-].[CH3:3][N:4]([CH3:26])[S:5]([C:8]1[CH:9]=[CH:10][C:11]([O:18][CH2:19][C:20]2[CH:25]=[CH:24][CH:23]=[CH:22][CH:21]=2)=[C:12]([CH:17]=1)[C:13]([O:15]C)=[O:14])(=[O:7])=[O:6].Cl, predict the reaction product. The product is: [CH3:3][N:4]([CH3:26])[S:5]([C:8]1[CH:9]=[CH:10][C:11]([O:18][CH2:19][C:20]2[CH:25]=[CH:24][CH:23]=[CH:22][CH:21]=2)=[C:12]([CH:17]=1)[C:13]([OH:15])=[O:14])(=[O:6])=[O:7]. (2) Given the reactants C[O:2][C:3](=[O:18])[C:4]1[CH:17]=[CH:16][C:7]([C:8]([NH:10][C:11]2[S:12][CH:13]=[CH:14][N:15]=2)=[O:9])=[CH:6][CH:5]=1.[OH-].[Na+], predict the reaction product. The product is: [S:12]1[CH:13]=[CH:14][N:15]=[C:11]1[NH:10][C:8](=[O:9])[C:7]1[CH:6]=[CH:5][C:4]([C:3]([OH:18])=[O:2])=[CH:17][CH:16]=1. (3) Given the reactants Br[C:2]1[S:6][C:5]2=[N:7][CH:8]=[C:9]([I:10])[N:4]2[N:3]=1.[N:11]1[CH:16]=[C:15](B2OC(C)(C)C(C)(C)O2)[CH:14]=[CH:13][C:12]=1[CH3:26].C([O-])([O-])=O.[Na+].[Na+], predict the reaction product. The product is: [I:10][C:9]1[N:4]2[C:5]([S:6][C:2]([C:15]3[CH:16]=[N:11][C:12]([CH3:26])=[CH:13][CH:14]=3)=[N:3]2)=[N:7][CH:8]=1. (4) Given the reactants [NH2:1][C:2]1[N:6]([C:7]2[CH:12]=[CH:11][CH:10]=[C:9]([N+:13]([O-:15])=[O:14])[CH:8]=2)[N:5]=[C:4]([CH2:16][CH3:17])[C:3]=1[C:18]([O:20]CC)=[O:19].[OH-].[Na+].CC(O)=O.C(OCC)(=O)C, predict the reaction product. The product is: [NH2:1][C:2]1[N:6]([C:7]2[CH:12]=[CH:11][CH:10]=[C:9]([N+:13]([O-:15])=[O:14])[CH:8]=2)[N:5]=[C:4]([CH2:16][CH3:17])[C:3]=1[C:18]([OH:20])=[O:19].